This data is from Reaction yield outcomes from USPTO patents with 853,638 reactions. The task is: Predict the reaction yield, written as a fraction of the theoretical maximum amount of product (1.0 means a 100% yield; for example, 0.34 means a 34% yield). (1) The product is [Br:9][C:10]1[CH:15]=[CH:14][C:13]([CH:3]([C:2]([CH3:8])([CH3:7])[CH3:1])[C:4]([NH2:24])=[O:5])=[C:12]([C:17]([F:18])([F:19])[F:20])[CH:11]=1. No catalyst specified. The reactants are [CH3:1][C:2]([CH3:8])([CH3:7])[CH2:3][C:4](Cl)=[O:5].[Br:9][C:10]1[CH:15]=[CH:14][C:13](N)=[C:12]([C:17]([F:20])([F:19])[F:18])[CH:11]=1.O.C(#[N:24])C. The yield is 0.790. (2) The reactants are [OH:1][CH2:2][C:3]1[CH:8]=[CH:7][C:6](B(O)O)=[CH:5][CH:4]=1.Br[C:13]1[N:18]=[CH:17][C:16]([O:19][CH2:20][CH:21]2[CH2:26][CH2:25][N:24]([C:27]([O:29][CH:30]([CH3:32])[CH3:31])=[O:28])[CH2:23][CH2:22]2)=[CH:15][CH:14]=1.C([O-])([O-])=O.[Na+].[Na+]. The catalyst is Cl[Pd](Cl)([P](C1C=CC=CC=1)(C1C=CC=CC=1)C1C=CC=CC=1)[P](C1C=CC=CC=1)(C1C=CC=CC=1)C1C=CC=CC=1.COCCOC. The product is [OH:1][CH2:2][C:3]1[CH:8]=[CH:7][C:6]([C:13]2[N:18]=[CH:17][C:16]([O:19][CH2:20][CH:21]3[CH2:22][CH2:23][N:24]([C:27]([O:29][CH:30]([CH3:32])[CH3:31])=[O:28])[CH2:25][CH2:26]3)=[CH:15][CH:14]=2)=[CH:5][CH:4]=1. The yield is 0.770.